This data is from Full USPTO retrosynthesis dataset with 1.9M reactions from patents (1976-2016). The task is: Predict the reactants needed to synthesize the given product. (1) Given the product [Cl:1][CH2:2][C:3]1[NH:7][C:6]2[CH:8]=[CH:9][C:10]([C:12]([O:14][CH3:20])=[O:13])=[CH:11][C:5]=2[N:4]=1, predict the reactants needed to synthesize it. The reactants are: [Cl:1][CH2:2][C:3]1[NH:7][C:6]2[CH:8]=[CH:9][C:10]([C:12]([OH:14])=[O:13])=[CH:11][C:5]=2[N:4]=1.S(=O)(=O)(O)O.[CH3:20]O. (2) Given the product [Cl:1][C:2]1[CH:3]=[C:4]([CH2:9][N:10]2[C:14]([CH3:15])=[C:13]([C:16]([NH:18][C:19]3[CH:24]=[CH:23][C:22]([O:25][CH2:36][CH2:37][N:38]([CH3:40])[CH3:39])=[C:21]([CH2:26][OH:27])[CH:20]=3)=[O:17])[N:12]=[N:11]2)[CH:5]=[CH:6][C:7]=1[Cl:8], predict the reactants needed to synthesize it. The reactants are: [Cl:1][C:2]1[CH:3]=[C:4]([CH2:9][N:10]2[C:14]([CH3:15])=[C:13]([C:16]([NH:18][C:19]3[CH:24]=[CH:23][C:22]([OH:25])=[C:21]([CH2:26][OH:27])[CH:20]=3)=[O:17])[N:12]=[N:11]2)[CH:5]=[CH:6][C:7]=1[Cl:8].C(=O)([O-])[O-].[K+].[K+].Cl.Cl[CH2:36][CH2:37][N:38]([CH3:40])[CH3:39].